Dataset: Catalyst prediction with 721,799 reactions and 888 catalyst types from USPTO. Task: Predict which catalyst facilitates the given reaction. (1) Reactant: [CH2:1]([O:8][N:9]1[C:15](=[O:16])[N:14]2[CH2:17][CH:10]1[CH2:11][CH2:12][CH:13]2[C:18]([OH:20])=O)[C:2]1[CH:7]=[CH:6][CH:5]=[CH:4][CH:3]=1.Cl.C(N=C=NCCCN(C)C)C.ON1C2C=CC=CC=2N=N1.[N:43]1([NH2:49])[CH2:48][CH2:47][O:46][CH2:45][CH2:44]1. Product: [CH2:1]([O:8][N:9]1[C:15](=[O:16])[N:14]2[CH2:17][CH:10]1[CH2:11][CH2:12][CH:13]2[C:18]([NH:49][N:43]1[CH2:48][CH2:47][O:46][CH2:45][CH2:44]1)=[O:20])[C:2]1[CH:3]=[CH:4][CH:5]=[CH:6][CH:7]=1. The catalyst class is: 347. (2) Reactant: Br[C:2]1[N:3]=[C:4]([O:13][CH2:14][CH:15]2[CH2:19][CH2:18][CH2:17][CH2:16]2)[C:5]([N:8]2[CH2:12][CH2:11][CH2:10][CH2:9]2)=[N:6][CH:7]=1.C(N(CC)CC)C.[C]=O.[C:29]([O:32][CH2:33]C)(=[O:31])C. Product: [CH3:33][O:32][C:29]([C:2]1[CH:7]=[N:6][C:5]([N:8]2[CH2:12][CH2:11][CH2:10][CH2:9]2)=[C:4]([O:13][CH2:14][CH:15]2[CH2:19][CH2:18][CH2:17][CH2:16]2)[N:3]=1)=[O:31]. The catalyst class is: 5.